From a dataset of Catalyst prediction with 721,799 reactions and 888 catalyst types from USPTO. Predict which catalyst facilitates the given reaction. Reactant: [C:1]([Cl:5])(Cl)(Cl)[Cl:2].C1(P(C2C=CC=CC=2)C2C=CC=CC=2)C=CC=CC=1.[Cl:25][C:26]1[C:31]([O:32][C:33]2[CH:38]=[CH:37][C:36]([O:39][CH3:40])=[CH:35][CH:34]=2)=[CH:30][C:29]([C:41](=O)[C:42]([O:44][CH2:45][CH3:46])=[O:43])=[C:28]([F:48])[CH:27]=1. Product: [Cl:2][C:1]([Cl:5])=[C:41]([C:29]1[CH:30]=[C:31]([O:32][C:33]2[CH:38]=[CH:37][C:36]([O:39][CH3:40])=[CH:35][CH:34]=2)[C:26]([Cl:25])=[CH:27][C:28]=1[F:48])[C:42]([O:44][CH2:45][CH3:46])=[O:43]. The catalyst class is: 4.